From a dataset of Catalyst prediction with 721,799 reactions and 888 catalyst types from USPTO. Predict which catalyst facilitates the given reaction. (1) Reactant: [C:9](O[C:9]([O:11][C:12]([CH3:15])([CH3:14])[CH3:13])=[O:10])([O:11][C:12]([CH3:15])([CH3:14])[CH3:13])=[O:10].[F:16][C:17]([F:32])([C:26]1[CH:31]=[CH:30][CH:29]=[CH:28][CH:27]=1)[CH2:18][CH2:19][CH:20]1[CH2:25][CH2:24][NH:23][CH2:22][CH2:21]1.C(OCC)(=O)C. Product: [C:12]([O:11][C:9]([N:23]1[CH2:24][CH2:25][CH:20]([CH2:19][CH2:18][C:17]([F:16])([F:32])[C:26]2[CH:31]=[CH:30][CH:29]=[CH:28][CH:27]=2)[CH2:21][CH2:22]1)=[O:10])([CH3:13])([CH3:14])[CH3:15]. The catalyst class is: 2. (2) Reactant: [CH3:1][N:2]([CH3:6])[CH2:3][CH2:4][NH2:5].Cl[C:8]1[N:9]([CH2:31][CH:32]2[CH2:34][CH2:33]2)[C:10]2[C:15]([N:16]=1)=[C:14]([N:17]1[CH2:22][CH2:21][O:20][CH2:19][CH2:18]1)[N:13]=[C:12]([C:23]1[C:24]([CH3:30])=[N:25][C:26]([NH2:29])=[N:27][CH:28]=1)[N:11]=2. Product: [NH2:29][C:26]1[N:25]=[C:24]([CH3:30])[C:23]([C:12]2[N:11]=[C:10]3[C:15]([N:16]=[C:8]([NH:5][CH2:4][CH2:3][N:2]([CH3:6])[CH3:1])[N:9]3[CH2:31][CH:32]3[CH2:34][CH2:33]3)=[C:14]([N:17]3[CH2:22][CH2:21][O:20][CH2:19][CH2:18]3)[N:13]=2)=[CH:28][N:27]=1. The catalyst class is: 16. (3) Reactant: [C:1]([CH2:6][C:7]([O:9][CH2:10][CH3:11])=[O:8])(=[O:5])[CH:2]([CH3:4])[CH3:3].S(Cl)([Cl:15])(=O)=O. Product: [Cl:15][CH:6]([C:1](=[O:5])[CH:2]([CH3:4])[CH3:3])[C:7]([O:9][CH2:10][CH3:11])=[O:8]. The catalyst class is: 22. (4) Reactant: [H-].[Al+3].[Li+].[H-].[H-].[H-].[CH3:7][O:8][C:9]1[CH:10]=[C:11]2[C:16](=[CH:17][C:18]=1[O:19][CH3:20])[N:15]=[CH:14][CH:13]=[C:12]2[C:21](OC)=[O:22]. Product: [CH3:7][O:8][C:9]1[CH:10]=[C:11]2[C:16](=[CH:17][C:18]=1[O:19][CH3:20])[N:15]=[CH:14][CH:13]=[C:12]2[CH2:21][OH:22]. The catalyst class is: 7. (5) Product: [CH2:6]1[CH2:7][C:8](=[O:11])[C:9]2[C:10](=[CH:18][CH:13]=[CH:14][CH:15]=2)[CH2:5]1. Reactant: [H-].[Na+].CO[C:5]1[CH:10]=[CH:9][C:8]([OH:11])=[CH:7][CH:6]=1.[O-][C:13]1[CH:18]=CC=[CH:15][CH:14]=1. The catalyst class is: 56. (6) Reactant: [Cl:1][C:2]1[CH:3]=[C:4]([CH:7]=[C:8]([O:10][C:11]2[C:12](=[O:33])[N:13]([CH2:21][C:22]3[CH:27]=[C:26]([CH:28]([F:30])[F:29])[N:25]=[N:24][C:23]=3[O:31]C)[CH:14]=[CH:15][C:16]=2[C:17]([F:20])([F:19])[F:18])[CH:9]=1)[C:5]#[N:6].C[Si](Cl)(C)C. Product: [Cl:1][C:2]1[CH:3]=[C:4]([CH:7]=[C:8]([O:10][C:11]2[C:12](=[O:33])[N:13]([CH2:21][C:22]3[C:23](=[O:31])[NH:24][N:25]=[C:26]([CH:28]([F:29])[F:30])[CH:27]=3)[CH:14]=[CH:15][C:16]=2[C:17]([F:19])([F:18])[F:20])[CH:9]=1)[C:5]#[N:6]. The catalyst class is: 10. (7) Reactant: [OH:1][C:2]1[C:7]2[S:8][CH:9]=[CH:10][C:6]=2[CH:5]=[CH:4][C:3]=1[C:11]([OH:13])=O.Cl.[CH3:15][O:16][C:17](=[O:22])[C:18]([NH2:21])([CH3:20])[CH3:19].C(N(C(C)C)C(C)C)C.Cl.CN(C)CCCN=C=NCC. Product: [CH3:15][O:16][C:17](=[O:22])[C:18]([NH:21][C:11]([C:3]1[CH:4]=[CH:5][C:6]2[CH:10]=[CH:9][S:8][C:7]=2[C:2]=1[OH:1])=[O:13])([CH3:20])[CH3:19]. The catalyst class is: 9.